Dataset: Reaction yield outcomes from USPTO patents with 853,638 reactions. Task: Predict the reaction yield, written as a fraction of the theoretical maximum amount of product (1.0 means a 100% yield; for example, 0.34 means a 34% yield). (1) The product is [C:16]([O:20][C:21](=[O:30])[C:22]1[CH:23]=[CH:24][C:25]([CH2:28][N:7]2[C:6](=[O:12])[C:5]3[C:10](=[CH:11][C:2]([F:1])=[C:3]([N+:13]([O-:15])=[O:14])[CH:4]=3)[N:9]=[CH:8]2)=[CH:26][CH:27]=1)([CH3:19])([CH3:18])[CH3:17]. The reactants are [F:1][C:2]1[CH:11]=[C:10]2[C:5]([C:6](=[O:12])[NH:7][CH:8]=[N:9]2)=[CH:4][C:3]=1[N+:13]([O-:15])=[O:14].[C:16]([O:20][C:21](=[O:30])[C:22]1[CH:27]=[CH:26][C:25]([CH2:28]Br)=[CH:24][CH:23]=1)([CH3:19])([CH3:18])[CH3:17]. The yield is 0.319. The catalyst is CN(C=O)C. (2) The reactants are [CH2:1]([C@@:4]1([C:20]2[CH:25]=[CH:24][C:23]([F:26])=[CH:22][CH:21]=2)[O:9][C:8](=[O:10])[N:7]([C@H:11]([C:13]2[CH:18]=[CH:17][C:16]([Br:19])=[CH:15][CH:14]=2)[CH3:12])[CH2:6][CH2:5]1)[CH:2]=[CH2:3].C1C[O:30]CC1. No catalyst specified. The product is [Br:19][C:16]1[CH:17]=[CH:18][C:13]([C@@H:11]([N:7]2[CH2:6][CH2:5][C@@:4]([C:20]3[CH:21]=[CH:22][C:23]([F:26])=[CH:24][CH:25]=3)([CH2:1][CH2:2][CH2:3][OH:30])[O:9][C:8]2=[O:10])[CH3:12])=[CH:14][CH:15]=1. The yield is 0.920.